From a dataset of Peptide-MHC class I binding affinity with 185,985 pairs from IEDB/IMGT. Regression. Given a peptide amino acid sequence and an MHC pseudo amino acid sequence, predict their binding affinity value. This is MHC class I binding data. (1) The peptide sequence is VSSKKCTAL. The MHC is HLA-A30:01 with pseudo-sequence HLA-A30:01. The binding affinity (normalized) is 0.0847. (2) The peptide sequence is TGINENYAK. The MHC is HLA-A31:01 with pseudo-sequence HLA-A31:01. The binding affinity (normalized) is 0. (3) The peptide sequence is LYRKLKREITF. The MHC is HLA-A30:02 with pseudo-sequence HLA-A30:02. The binding affinity (normalized) is 0. (4) The peptide sequence is ETFKIDAVRY. The MHC is HLA-A68:01 with pseudo-sequence HLA-A68:01. The binding affinity (normalized) is 0.644.